This data is from Reaction yield outcomes from USPTO patents with 853,638 reactions. The task is: Predict the reaction yield, written as a fraction of the theoretical maximum amount of product (1.0 means a 100% yield; for example, 0.34 means a 34% yield). (1) The reactants are Cl[C:2]1[N:11]=[C:10]([NH:12][CH2:13][C:14]([C:22]2[CH:27]=[CH:26][CH:25]=[CH:24][CH:23]=2)([C:16]2[CH:21]=[CH:20][CH:19]=[CH:18][CH:17]=2)[OH:15])[C:9]2[C:4](=[CH:5][CH:6]=[CH:7][CH:8]=2)[N:3]=1.[NH:28]1[C:36]2[C:31](=[CH:32][C:33](B(O)O)=[CH:34][CH:35]=2)[CH:30]=[CH:29]1.C(NC1C2C(=CC=CC=2)N=C(C2SC3C=CC=CC=3C=2)N=1)(C1C=CC=CC=1)C1C=CC=CC=1. The catalyst is C1CCCCC1.CCOC(C)=O. The product is [NH:28]1[C:36]2[C:31](=[CH:32][C:33]([C:2]3[N:11]=[C:10]([NH:12][CH2:13][C:14]([C:22]4[CH:27]=[CH:26][CH:25]=[CH:24][CH:23]=4)([C:16]4[CH:21]=[CH:20][CH:19]=[CH:18][CH:17]=4)[OH:15])[C:9]4[C:4](=[CH:5][CH:6]=[CH:7][CH:8]=4)[N:3]=3)=[CH:34][CH:35]=2)[CH:30]=[CH:29]1. The yield is 0.660. (2) The reactants are [C:1]([C:3]1[CH:4]=[C:5]2[C:9](=[CH:10][CH:11]=1)[NH:8][C:7](=[O:12])[C:6]2([NH:22][C:23]([N:25]1[CH2:30][CH2:29][N:28]([CH:31]2[CH2:36][CH2:35][N:34]([CH3:37])[CH2:33][CH2:32]2)[CH2:27][CH2:26]1)=[O:24])[C:13]1[C:14]([O:19][CH2:20][CH3:21])=[N:15][CH:16]=[CH:17][CH:18]=1)#[N:2].[H-].[Na+].N1C2C(=CC=CC=2)CC1=O.[CH3:50][O:51][C:52]1[CH:57]=[CH:56][C:55]([S:58](Cl)(=[O:60])=[O:59])=[CH:54][CH:53]=1.C(=O)(O)[O-].[Na+]. The catalyst is CN(C)C=O.C(OCC)(=O)C.ClCCl.CO. The product is [C:1]([C:3]1[CH:4]=[C:5]2[C:9](=[CH:10][CH:11]=1)[N:8]([S:58]([C:55]1[CH:54]=[CH:53][C:52]([O:51][CH3:50])=[CH:57][CH:56]=1)(=[O:60])=[O:59])[C:7](=[O:12])[C:6]2([NH:22][C:23]([N:25]1[CH2:26][CH2:27][N:28]([CH:31]2[CH2:32][CH2:33][N:34]([CH3:37])[CH2:35][CH2:36]2)[CH2:29][CH2:30]1)=[O:24])[C:13]1[C:14]([O:19][CH2:20][CH3:21])=[N:15][CH:16]=[CH:17][CH:18]=1)#[N:2]. The yield is 0.230. (3) The reactants are [CH3:1][N:2]1[C:7]([C:8]([F:11])([F:10])[F:9])=[CH:6][C:5](=[O:12])[N:4]([C:13]2[CH:14]=[CH:15][C:16]3[S:20][N:19]=[C:18]([C:21](=O)[C:22](OC)=[O:23])[C:17]=3[CH:27]=2)[C:3]1=[O:28].Cl.[CH2:30]([NH:32][C:33]([NH2:35])=[NH:34])[CH3:31].[C:36](=O)(O)[O-:37].[Na+].CO. The catalyst is O. The product is [CH3:36][O:37][C:21]1([C:18]2[C:17]3[CH:27]=[C:13]([N:4]4[C:5](=[O:12])[CH:6]=[C:7]([C:8]([F:10])([F:11])[F:9])[N:2]([CH3:1])[C:3]4=[O:28])[CH:14]=[CH:15][C:16]=3[S:20][N:19]=2)[C:22](=[O:23])[NH:35][C:33](=[N:32][CH2:30][CH3:31])[NH:34]1. The yield is 0.639. (4) The catalyst is C(OCC)(=O)C.CCCCCC. The yield is 0.750. The reactants are O[CH:2]1[C:6]2[CH:7]=[C:8]([NH:13][C:14](=[O:20])[CH2:15][C:16]([CH3:19])([CH3:18])[CH3:17])[C:9]([CH3:12])=[C:10]([CH3:11])[C:5]=2[O:4][C:3]1([CH3:22])[CH3:21].[CH3:23][O:24][C:25]1[CH:30]=[CH:29][CH:28]=[CH:27][C:26]=1[NH2:31]. The product is [CH3:23][O:24][C:25]1[CH:30]=[CH:29][CH:28]=[CH:27][C:26]=1[NH:31][CH:2]1[C:6]2[CH:7]=[C:8]([NH:13][C:14](=[O:20])[CH2:15][C:16]([CH3:17])([CH3:19])[CH3:18])[C:9]([CH3:12])=[C:10]([CH3:11])[C:5]=2[O:4][C:3]1([CH3:21])[CH3:22].